Dataset: Forward reaction prediction with 1.9M reactions from USPTO patents (1976-2016). Task: Predict the product of the given reaction. (1) Given the reactants [CH3:1][C:2]([O:4][CH2:5][C@H:6]1[O:11][CH:10]=[C:9](OC(C)=O)[C@@H:8]([O:16][C:17]([CH3:19])=[O:18])[C@@H:7]1[O:20][C:21]([CH3:23])=[O:22])=[O:3].N1C=CC=CC=1.Cl.C(Cl)(Cl)Cl.[OH:35][NH2:36], predict the reaction product. The product is: [C:17]([O:16][C@H:8]1[C@H:7]([O:20][C:21](=[O:22])[CH3:23])[C@@H:6]([CH2:5][O:4][C:2](=[O:3])[CH3:1])[O:11][CH2:10][C:9]1=[N:36][OH:35])(=[O:18])[CH3:19]. (2) The product is: [C:1]([C:3]1[CH:4]=[CH:5][N+:6]([O-:24])=[C:7]([C:13]2[CH:14]=[N:15][N:16]([CH2:18][CH3:19])[CH:17]=2)[C:8]=1[C:9]([O:11][CH3:12])=[O:10])#[N:2]. Given the reactants [C:1]([C:3]1[C:8]([C:9]([O:11][CH3:12])=[O:10])=[C:7]([C:13]2[CH:14]=[N:15][N:16]([CH2:18][CH3:19])[CH:17]=2)[N:6]=[CH:5][CH:4]=1)#[N:2].OO.NC(N)=[O:24].FC(F)(F)C(OC(=O)C(F)(F)F)=O.C([O-])(O)=O.[Na+], predict the reaction product. (3) Given the reactants [Cl-].[Al+3].[Cl-].[Cl-].[Br:5][C:6]1[C:7]([O:27]C)=[C:8]([C:13]([CH2:16][S:17]([C:20]2[CH:25]=[CH:24][CH:23]=[C:22]([Cl:26])[CH:21]=2)(=[O:19])=[O:18])=[CH:14][CH:15]=1)[C:9]([O:11][CH3:12])=[O:10].CN(C)C1C=CC=CC=1, predict the reaction product. The product is: [Br:5][C:6]1[C:7]([OH:27])=[C:8]([C:13]([CH2:16][S:17]([C:20]2[CH:25]=[CH:24][CH:23]=[C:22]([Cl:26])[CH:21]=2)(=[O:19])=[O:18])=[CH:14][CH:15]=1)[C:9]([O:11][CH3:12])=[O:10]. (4) Given the reactants [N:1]1([C:6]2[CH:16]=[CH:15][C:9]([C:10](OCC)=[O:11])=[CH:8][CH:7]=2)[CH:5]=[CH:4][CH:3]=[N:2]1.O.[NH2:18][NH2:19], predict the reaction product. The product is: [N:1]1([C:6]2[CH:16]=[CH:15][C:9]([C:10]([NH:18][NH2:19])=[O:11])=[CH:8][CH:7]=2)[CH:5]=[CH:4][CH:3]=[N:2]1. (5) Given the reactants [CH3:1][C:2]1[S:3][C:4]([C:11]([O:13][CH2:14][CH3:15])=[O:12])=[C:5]([C:7]([F:10])([F:9])[F:8])[N:6]=1.[Br:16]N1C(=O)CCC1=O.C(OOC(=O)C1C=CC=CC=1)(=O)C1C=CC=CC=1, predict the reaction product. The product is: [Br:16][CH2:1][C:2]1[S:3][C:4]([C:11]([O:13][CH2:14][CH3:15])=[O:12])=[C:5]([C:7]([F:10])([F:8])[F:9])[N:6]=1. (6) Given the reactants [CH3:1][O:2][C:3]1[CH:4]=[C:5]2[C:10](=[CH:11][C:12]=1[CH3:13])[NH:9][CH:8]=[C:7]([C:14]([O:16]CC)=[O:15])[C:6]2=[O:19], predict the reaction product. The product is: [CH3:1][O:2][C:3]1[CH:4]=[C:5]2[C:10](=[CH:11][C:12]=1[CH3:13])[NH:9][CH:8]=[C:7]([C:14]([OH:16])=[O:15])[C:6]2=[O:19]. (7) Given the reactants Cl[C:2]1[N:7]=[C:6]2[CH2:8][CH2:9][CH2:10][C:5]2=[C:4]([Cl:11])[CH:3]=1.[Cl:12][C:13]1[CH:14]=[C:15](B(O)O)[CH:16]=[CH:17][C:18]=1[Cl:19], predict the reaction product. The product is: [Cl:11][C:4]1[CH:3]=[C:2]([C:16]2[CH:15]=[CH:14][C:13]([Cl:12])=[C:18]([Cl:19])[CH:17]=2)[N:7]=[C:6]2[CH2:8][CH2:9][CH2:10][C:5]=12.